The task is: Predict the product of the given reaction.. This data is from Forward reaction prediction with 1.9M reactions from USPTO patents (1976-2016). (1) Given the reactants P([O-])([O-])([O-])=O.[K+].[K+].[K+].[CH3:9][C:10]1[C:15]([OH:16])=[C:14]([CH:17]=O)[C:13]([CH2:19]OP(O)(O)=O)=C[N:11]=1.[CH:25](N)(C)[CH3:26], predict the reaction product. The product is: [CH3:9][C@@H:10]([NH2:11])[C@@H:15]([OH:16])[C:14]1[CH:13]=[CH:19][CH:26]=[CH:25][CH:17]=1. (2) The product is: [F:10][C:7]1[C:8]([F:9])=[C:3]([C:2]([F:15])([F:14])[F:1])[C:4]([F:13])=[C:5]([F:12])[C:6]=1[NH2:16]. Given the reactants [F:1][C:2]([F:15])([F:14])[C:3]1[C:8]([F:9])=[C:7]([F:10])[C:6](F)=[C:5]([F:12])[C:4]=1[F:13].[NH4+:16].[OH-], predict the reaction product.